This data is from Peptide-MHC class I binding affinity with 185,985 pairs from IEDB/IMGT. The task is: Regression. Given a peptide amino acid sequence and an MHC pseudo amino acid sequence, predict their binding affinity value. This is MHC class I binding data. (1) The peptide sequence is RPNMSRHLF. The MHC is HLA-A24:02 with pseudo-sequence HLA-A24:02. The binding affinity (normalized) is 0.314. (2) The peptide sequence is RRQDILDLWI. The MHC is HLA-A02:06 with pseudo-sequence HLA-A02:06. The binding affinity (normalized) is 0.119. (3) The peptide sequence is YTFTSLFSL. The MHC is HLA-A32:15 with pseudo-sequence HLA-A32:15. The binding affinity (normalized) is 0.592. (4) The peptide sequence is VLIRRCHYL. The MHC is HLA-A80:01 with pseudo-sequence HLA-A80:01. The binding affinity (normalized) is 0.0847. (5) The peptide sequence is YMQLGKQQR. The MHC is Mamu-A70103 with pseudo-sequence Mamu-A70103. The binding affinity (normalized) is 0.0799. (6) The peptide sequence is LPIDKCSRI. The MHC is HLA-B58:01 with pseudo-sequence HLA-B58:01. The binding affinity (normalized) is 0.0847. (7) The peptide sequence is ILSDDAVVCY. The MHC is HLA-A24:02 with pseudo-sequence HLA-A24:02. The binding affinity (normalized) is 0. (8) The peptide sequence is RRVSGCVSV. The MHC is HLA-A30:01 with pseudo-sequence HLA-A30:01. The binding affinity (normalized) is 0.0847.